Dataset: Full USPTO retrosynthesis dataset with 1.9M reactions from patents (1976-2016). Task: Predict the reactants needed to synthesize the given product. (1) The reactants are: Cl[C:2]1[CH:7]=[C:6]([Cl:8])[N:5]=[CH:4][N:3]=1.[F:9][C:10]1[CH:11]=[C:12]([NH:17][C:18](=[O:20])[CH3:19])[CH:13]=[CH:14][C:15]=1[OH:16].C([O-])([O-])=O.[K+].[K+]. Given the product [Cl:8][C:6]1[N:5]=[CH:4][N:3]=[C:2]([O:16][C:15]2[CH:14]=[CH:13][C:12]([NH:17][C:18](=[O:20])[CH3:19])=[CH:11][C:10]=2[F:9])[CH:7]=1, predict the reactants needed to synthesize it. (2) Given the product [NH:1]1[CH:5]=[C:4]([C:6]2[CH:21]=[CH:20][CH:19]=[CH:18][C:7]=2[O:8][CH2:9][CH:10]([CH:12]2[CH2:17][CH2:16][CH2:15][CH2:14][CH2:13]2)[OH:11])[N:3]=[CH:2]1, predict the reactants needed to synthesize it. The reactants are: [NH:1]1[CH:5]=[C:4]([C:6]2[CH:21]=[CH:20][CH:19]=[CH:18][C:7]=2[O:8][CH2:9][C:10]([CH:12]2[CH2:17][CH2:16][CH2:15][CH2:14][CH2:13]2)=[O:11])[N:3]=[CH:2]1.[BH4-].[Na+]. (3) The reactants are: [CH3:1][N:2]1[C:7]([CH3:8])=[C:6]([N+:9]([O-:11])=[O:10])[C:5](=[O:12])[N:4]([CH2:13][CH2:14][CH2:15][O:16][CH:17]2[CH2:22][CH2:21][CH2:20][CH2:19][O:18]2)[C:3]1=[O:23].[CH3:24][N:25]([CH:27](OC)OC)[CH3:26]. Given the product [CH3:24][N:25]([CH3:27])[CH:26]=[CH:8][C:7]1[N:2]([CH3:1])[C:3](=[O:23])[N:4]([CH2:13][CH2:14][CH2:15][O:16][CH:17]2[CH2:22][CH2:21][CH2:20][CH2:19][O:18]2)[C:5](=[O:12])[C:6]=1[N+:9]([O-:11])=[O:10], predict the reactants needed to synthesize it. (4) Given the product [CH3:33][NH:34][CH2:2][C:3]1[N:4]=[C:5]([C:8]2[CH:9]=[C:10]([C:14]3[CH2:20][C:19](=[O:21])[NH:18][C:17]4[CH:22]=[C:23]([N:26]5[CH:30]=[CH:29][CH:28]=[CH:27]5)[CH:24]=[CH:25][C:16]=4[N:15]=3)[CH:11]=[CH:12][CH:13]=2)[O:6][CH:7]=1, predict the reactants needed to synthesize it. The reactants are: Cl[CH2:2][C:3]1[N:4]=[C:5]([C:8]2[CH:9]=[C:10]([C:14]3[CH2:20][C:19](=[O:21])[NH:18][C:17]4[CH:22]=[C:23]([N:26]5[CH:30]=[CH:29][CH:28]=[CH:27]5)[CH:24]=[CH:25][C:16]=4[N:15]=3)[CH:11]=[CH:12][CH:13]=2)[O:6][CH:7]=1.[I-].[K+].[CH3:33][NH2:34].O. (5) Given the product [CH3:8][CH:9]([CH3:20])[CH2:10][C:11]([C:12]1[NH:7][N:6]=[CH:5][C:13]=1[C:14]([O:16][CH2:17][CH3:18])=[O:15])=[O:19], predict the reactants needed to synthesize it. The reactants are: C[Si]([CH:5]=[N+:6]=[N-:7])(C)C.[CH3:8][CH:9]([CH3:20])[CH2:10][C:11](=[O:19])[C:12]#[C:13][C:14]([O:16][CH2:17][CH3:18])=[O:15]. (6) Given the product [C:22]1([C:7]([NH:8][C@H:9]2[CH2:15][CH2:14][CH2:13][CH2:12][N:11]([C:28]([O:30][C:31]([CH3:34])([CH3:33])[CH3:32])=[O:29])[CH2:10]2)([C:1]2[CH:6]=[CH:5][CH:4]=[CH:3][CH:2]=2)[C:16]2[CH:17]=[CH:18][CH:19]=[CH:20][CH:21]=2)[CH:23]=[CH:24][CH:25]=[CH:26][CH:27]=1, predict the reactants needed to synthesize it. The reactants are: [C:1]1([C:7]([C:22]2[CH:27]=[CH:26][CH:25]=[CH:24][CH:23]=2)([C:16]2[CH:21]=[CH:20][CH:19]=[CH:18][CH:17]=2)[NH:8][C@H:9]2[CH2:15][CH2:14][CH2:13][CH2:12][NH:11][CH2:10]2)[CH:6]=[CH:5][CH:4]=[CH:3][CH:2]=1.[C:28](O[C:28]([O:30][C:31]([CH3:34])([CH3:33])[CH3:32])=[O:29])([O:30][C:31]([CH3:34])([CH3:33])[CH3:32])=[O:29]. (7) Given the product [C:1]([C:5]1[N:10]=[CH:9][C:8]([C:11]2[N:12]([C:32]([N:34]3[CH2:39][CH2:38][CH:37]([CH2:40][C:41]([N:51]4[CH2:52][CH:53]5[CH2:54][CH2:47][CH2:48][CH:49]5[CH2:50]4)=[O:42])[CH2:36][CH2:35]3)=[O:33])[C@@:13]([C:25]3[CH:30]=[CH:29][C:28]([Cl:31])=[CH:27][CH:26]=3)([CH3:24])[C@@:14]([C:17]3[CH:18]=[CH:19][C:20]([Cl:23])=[CH:21][CH:22]=3)([CH3:16])[N:15]=2)=[C:7]([O:44][CH2:45][CH3:46])[CH:6]=1)([CH3:2])([CH3:3])[CH3:4], predict the reactants needed to synthesize it. The reactants are: [C:1]([C:5]1[N:10]=[CH:9][C:8]([C:11]2[N:12]([C:32]([N:34]3[CH2:39][CH2:38][CH:37]([CH2:40][C:41](O)=[O:42])[CH2:36][CH2:35]3)=[O:33])[C@@:13]([C:25]3[CH:30]=[CH:29][C:28]([Cl:31])=[CH:27][CH:26]=3)([CH3:24])[C@@:14]([C:17]3[CH:22]=[CH:21][C:20]([Cl:23])=[CH:19][CH:18]=3)([CH3:16])[N:15]=2)=[C:7]([O:44][CH2:45][CH3:46])[CH:6]=1)([CH3:4])([CH3:3])[CH3:2].[CH2:47]1[CH2:54][CH:53]2[CH:49]([CH2:50][NH:51][CH2:52]2)[CH2:48]1.